Dataset: Experimentally validated miRNA-target interactions with 360,000+ pairs, plus equal number of negative samples. Task: Binary Classification. Given a miRNA mature sequence and a target amino acid sequence, predict their likelihood of interaction. (1) The miRNA is hsa-miR-380-3p with sequence UAUGUAAUAUGGUCCACAUCUU. The protein sequence of the target gene is MGRRFLVTVRIQRAGRPLQERVFLVKFVRSRRPRTASCALAFVNMLLRLERILRRGPHRNPGPGDDDGQRSRSSSSAQLRCRFELRGPHYLLPPGARRSAGRLPGHAGGAARVRGSAGCARCLGSPAARLGPRAGTSRHRAIFAFRWVLFVFRWVVFVYRWERRPDRRA. Result: 0 (no interaction). (2) The miRNA is hsa-miR-582-3p with sequence UAACUGGUUGAACAACUGAACC. The protein sequence of the target gene is MMMDLFETGSYFFYLDGENVTLQPLEVAEGSPLYPGSDGTLSPCQDQMPQEAGSDSSGEEHVLAPPGLQPPHCPGQCLIWACKTCKRKSAPTDRRKAATLRERRRLKKINEAFEALKRRTVANPNQRLPKVEILRSAISYIERLQDLLHRLDQQEKMQELGVDPYSYKPKQEILEGADFLRTCSPQWPSVSDHSRGLVITAKEGGANVDASASSSLQRLSSIVDSISSEERKLPSVEEVVEK. Result: 0 (no interaction). (3) The miRNA is hsa-miR-5589-5p with sequence GGCUGGGUGCUCUUGUGCAGU. The protein sequence of the target gene is MDSLLGCGVSAAAREPVPRYLTSQPRVSEVAMQSAPLEQPAKRPRCDGSPRTPPSTPPATANLSADDDFQNTDLRTWEPEDVCSFLENRGFREKKVLDIFRDNKIAGSFLPFLDEDRLEDLGVSSLEERKKMIECIQQLSQSRIDLMKVFNDPIHGHIEFHPLLIRIIDTPQFQRLRYIKQLGGGYYVFPGASHNRFEHSLGVGYLAGCLVRALAEKQPELQISERDILCVQIAGLCHDLGHGPFSHMFDGRFIPRARPEKKWKHEQGSIEMFEHLVNSNELKLVMKNYGLVPEEDITFI.... Result: 0 (no interaction). (4) The miRNA is mmu-miR-1a-3p with sequence UGGAAUGUAAAGAAGUAUGUAU. The protein sequence of the target gene is MGCNPPYHLSYRLRLLLLFTLCLTVVGWATSNYFVGAIQVIPKAKDFMASFHKVIHLGNEETLGHDGATKKPELANCPSVSPNLRGQSKLVFKPDLTLEEIEAENPKVSRGRYHPEECKALQRVAILIPHRNREKHLIYLLEHLHPFLQRQQLDYGIYIIHQTGSKKFNRAKLLNVGYLEALKEENWDCFVFHDVDLVPENDFNLYTCGDQPKHLVVGRNSTGYRLRYSKYFGGVTALSREQFLKVNGFSNNYWGWGGEDDDLRLRVELHKMKISRPKPDVGKYTMIFHTRDKGNEVNMG.... Result: 0 (no interaction). (5) The miRNA is hsa-miR-548an with sequence AAAAGGCAUUGUGGUUUUUG. The protein sequence of the target gene is MRLLDGGSFTAESSREVVQANCVHWRKKFSFMCKMSASASTGILDPCIYRVSVRKELKGGKAYAKLGFADLNLAEFAGSGNTTRRCLLEGYDTKNTRQDNSILKVLISMQLMSGDPCFKTPPSTSMSIPIAGESESLEEDRKGGETLKVHLGIADLSAKSASVPDELGAWGHSRTSSYASQQSKVSGYSTCHSRSSSFSEFCHRRNTSVGSTSTGIESILEPCDETEPITAEPSPDPTAAAATATTTTAKEEEASEKLARCPVKQDSVESQLKRVDDTRVDADDIVEKILQSQDFSLDSS.... Result: 0 (no interaction). (6) The miRNA is rno-let-7d-5p with sequence AGAGGUAGUAGGUUGCAUAGUU. The protein sequence of the target gene is MSLGRGKYDFYIGLGLAMTSSIFIGGSFILKKKGLLRLARKGSMRAGQGGHAYLKEWLWWAGLLSMGAGEVANFAAYAFAPATLVTPLGALSVLVSAILSSYFLNERLNLHGKIGCLLSILGSTVMVIHAPKEEEIETLNEMSHKLGDPGFVVFATFVVIVALIFIFVVGPRHGQTNILVYITICSVIGAFSVSCVKGLGIAIKELLAGKPVLQHPLAWILLFSLVVCVSTQINYLNRALDIFNTSIVTPIYYVFFTTSVLTCSAILFKEWQDMPVDDVIGTLSGFFTIIVGIFLLHAFK.... Result: 0 (no interaction). (7) The protein sequence of the target gene is MSHPSWLPPKSTGEPLGHVPARMETTHSFGNPSISVSTQQPPKKYAPVVAPKPKYNPYKQPGGEGDLLPPPPPPLEDPGTIPPGPGHFPPPPPLDEGAFKVQQGNPGGKTLEERRSSLDAEIDSLTSILADLECSSPYKPRPPQGSASSIASPPVSTPVTGHKRMVIPQQPPLTATKKSATKPQPAPQAAPIPVTPIGTLKPQPQPVPASYTTASTSSRPTFNVQVKSAQPSPHYMAGPSSGQIYGPGPRGYNNQPVPVSGQCPPPPTCVGTDYAYIPPSGHPPESGYGYTSNQGRYYEP.... The miRNA is mmu-miR-10a-5p with sequence UACCCUGUAGAUCCGAAUUUGUG. Result: 1 (interaction). (8) The miRNA is mmu-miR-669p-3p with sequence CAUAACAUACACACACACACGUAU. The protein sequence of the target gene is MEQLRAAARLQIVLGHLGRPSAGAVVAHPTSGTISSASFHPQQFQYTLDNNVLTLEQRKFYEENGFLVIKNLVPDADIQRFRNEFEKICRKEVKPLGLTVMRDVTISKSEYAPSEKMITKVQDFQEDKELFRYCTLPEILKYVECFTGPNIMAMHTMLINKPPDSGKKTSRHPLHQDLHYFPFRPSDLIVCAWTAMEHISRNNGCLVVLPGTHKGSLKPHDYPKWEGGVNKMFHGIQDYEENKARVHLVMEKGDTVFFHPLLIHGSGQNKTQGFRKAISCHFASADCHYIDVKGTSQENI.... Result: 0 (no interaction). (9) The miRNA is hsa-miR-146a-3p with sequence CCUCUGAAAUUCAGUUCUUCAG. The protein sequence of the target gene is MAGLARGDSRGRPPELPGDLSSQEEEEEEGDSDAGASSLGSYSSASSDTDVEPEWLDSVQKNGELFYLELSEDEEESLLPETQTANHVNHVRFSDKEVIIEEDDSRERKKSEPKLRRFTKILKSKSLLPRRHHKKSSSNNGPVSILKHQSSQKTGVTVQQRYKDVTVYINPRKLTAIKAREQVKLLEVLVGIIHQTKRSWKRSAKQADGERLVVHGLLPGGSAMKSGQVLVGDVLVAVNDVDVTSENIERVLSCIPGPMQVKLTFENAYAVKRETAQPQKKKAQSSTQDLVKLLCGSEAD.... Result: 0 (no interaction).